From a dataset of NCI-60 drug combinations with 297,098 pairs across 59 cell lines. Regression. Given two drug SMILES strings and cell line genomic features, predict the synergy score measuring deviation from expected non-interaction effect. Drug 1: CC1C(C(CC(O1)OC2CC(CC3=C2C(=C4C(=C3O)C(=O)C5=C(C4=O)C(=CC=C5)OC)O)(C(=O)C)O)N)O.Cl. Drug 2: CCC1(CC2CC(C3=C(CCN(C2)C1)C4=CC=CC=C4N3)(C5=C(C=C6C(=C5)C78CCN9C7C(C=CC9)(C(C(C8N6C=O)(C(=O)OC)O)OC(=O)C)CC)OC)C(=O)OC)O.OS(=O)(=O)O. Cell line: MALME-3M. Synergy scores: CSS=22.8, Synergy_ZIP=-3.24, Synergy_Bliss=7.67, Synergy_Loewe=0.655, Synergy_HSA=4.58.